Dataset: Full USPTO retrosynthesis dataset with 1.9M reactions from patents (1976-2016). Task: Predict the reactants needed to synthesize the given product. (1) Given the product [CH3:1][O:2][C:3]1[C:9]([O:10][CH3:11])=[CH:8][CH:7]=[CH:6][C:4]=1[NH:5][CH:15]=[C:16]([C:17]([O:19][CH2:20][CH3:21])=[O:18])[C:22]([O:24][CH2:25][CH3:26])=[O:23], predict the reactants needed to synthesize it. The reactants are: [CH3:1][O:2][C:3]1[C:9]([O:10][CH3:11])=[CH:8][CH:7]=[CH:6][C:4]=1[NH2:5].C(O[CH:15]=[C:16]([C:22]([O:24][CH2:25][CH3:26])=[O:23])[C:17]([O:19][CH2:20][CH3:21])=[O:18])C. (2) Given the product [CH3:9][O:8][C:6]1[C:5]([C@@:10]2([CH3:17])[CH2:15][CH2:14][CH2:13][NH:12][C:11]2=[O:16])=[CH:4][CH:3]=[C:2]([C:25]2[CH:26]=[C:27]3[C:22]([CH:21]=[CH:20][N:19]3[CH3:18])=[CH:23][CH:24]=2)[N:7]=1, predict the reactants needed to synthesize it. The reactants are: Cl[C:2]1[N:7]=[C:6]([O:8][CH3:9])[C:5]([C@@:10]2([CH3:17])[CH2:15][CH2:14][CH2:13][NH:12][C:11]2=[O:16])=[CH:4][CH:3]=1.[CH3:18][N:19]1[C:27]2[C:22](=[CH:23][CH:24]=[C:25](B3OC(C)(C)C(C)(C)O3)[CH:26]=2)[CH:21]=[CH:20]1.O1CCOCC1.C([O-])([O-])=O.[Na+].[Na+]. (3) Given the product [Br:30][C:31]1[CH:36]=[CH:35][C:34]([CH:37]([OH:41])[C:38]([N:16]2[CH2:20][CH2:19][C:18]3([C:24]4[CH:25]=[CH:26][CH:27]=[CH:28][C:23]=4[C:22](=[O:29])[O:21]3)[CH2:17]2)=[O:39])=[C:33]([F:42])[CH:32]=1, predict the reactants needed to synthesize it. The reactants are: CC1(C)C2CCC1(CS(O)(=O)=O)C(=O)C2.[NH:16]1[CH2:20][CH2:19][C:18]2([C:24]3[CH:25]=[CH:26][CH:27]=[CH:28][C:23]=3[C:22](=[O:29])[O:21]2)[CH2:17]1.[Br:30][C:31]1[CH:36]=[CH:35][C:34]([CH:37]([OH:41])[C:38](O)=[O:39])=[C:33]([F:42])[CH:32]=1.F[P-](F)(F)(F)(F)F.N1(O[P+](N(C)C)(N(C)C)N(C)C)C2C=CC=CC=2N=N1.C(N(CC)C(C)C)(C)C. (4) The reactants are: [N+:1]([C:4]1[CH:9]=[CH:8][C:7]([N:10]2[CH2:15][CH2:14][S:13][CH2:12][CH2:11]2)=[CH:6][CH:5]=1)([O-])=O. Given the product [N:10]1([C:7]2[CH:6]=[CH:5][C:4]([NH2:1])=[CH:9][CH:8]=2)[CH2:11][CH2:12][S:13][CH2:14][CH2:15]1, predict the reactants needed to synthesize it. (5) Given the product [Cl:1][C:2]1[CH:3]=[C:4]([CH:7]=[CH:8][C:9]=1[Cl:10])[CH2:5][NH:14][O:12][CH3:13], predict the reactants needed to synthesize it. The reactants are: [Cl:1][C:2]1[CH:3]=[C:4]([CH:7]=[CH:8][C:9]=1[Cl:10])[CH:5]=O.Cl.[O:12]([NH2:14])[CH3:13].C([BH3-])#N.[Na+]. (6) The reactants are: [C:1]([C:3](=[C:9](OCC)[CH2:10][CH3:11])[C:4]([O:6][CH2:7][CH3:8])=[O:5])#[N:2].[C:15]1([NH:21][NH2:22])[CH:20]=[CH:19][CH:18]=[CH:17][CH:16]=1.C(N(CC)CC)C. Given the product [NH2:2][C:1]1[N:21]([C:15]2[CH:20]=[CH:19][CH:18]=[CH:17][CH:16]=2)[N:22]=[C:9]([CH2:10][CH3:11])[C:3]=1[C:4]([O:6][CH2:7][CH3:8])=[O:5], predict the reactants needed to synthesize it. (7) Given the product [NH2:49][C:47](=[O:48])[CH2:46][N:19]1[C:20](=[N:23][S:24]([C:27]2[CH:32]=[CH:31][C:30]([CH3:33])=[CH:29][CH:28]=2)(=[O:25])=[O:26])[CH:21]=[CH:22][C:17]([O:16][C:14]2[CH:13]=[CH:12][C:11]([CH3:34])=[C:10]([NH:9][C:7]([C:6]3[N:2]([CH3:1])[N:3]=[C:4]([CH3:35])[CH:5]=3)=[O:8])[CH:15]=2)=[CH:18]1, predict the reactants needed to synthesize it. The reactants are: [CH3:1][N:2]1[C:6]([C:7]([NH:9][C:10]2[CH:15]=[C:14]([O:16][C:17]3[CH:18]=[N:19][C:20]([NH:23][S:24]([C:27]4[CH:32]=[CH:31][C:30]([CH3:33])=[CH:29][CH:28]=4)(=[O:26])=[O:25])=[CH:21][CH:22]=3)[CH:13]=[CH:12][C:11]=2[CH3:34])=[O:8])=[CH:5][C:4]([CH3:35])=[N:3]1.C(N(CC)C(C)C)(C)C.I[CH2:46][C:47]([NH2:49])=[O:48]. (8) Given the product [F:25][C:26]([F:39])([F:38])[S:27]([O:17][C:15]1[CH:14]=[CH:13][N:12]=[C:11]([C:7]2[CH:6]=[C:5]3[C:10](=[CH:9][CH:8]=2)[N:2]([CH3:1])[N:3]=[CH:4]3)[N:16]=1)(=[O:29])=[O:28], predict the reactants needed to synthesize it. The reactants are: [CH3:1][N:2]1[C:10]2[C:5](=[CH:6][C:7]([C:11]3[N:16]=[C:15]([OH:17])[CH:14]=[CH:13][N:12]=3)=[CH:8][CH:9]=2)[CH:4]=[N:3]1.C(N(CC)CC)C.[F:25][C:26]([F:39])([F:38])[S:27](O[S:27]([C:26]([F:39])([F:38])[F:25])(=[O:29])=[O:28])(=[O:29])=[O:28]. (9) Given the product [CH2:24]([CH:22]1[CH2:23][N:19]([CH2:18][C:3]2[C:4]3[C:5](=[N:6][CH:7]=[CH:8][CH:9]=3)[NH:1][CH:2]=2)[C:20](=[O:27])[CH2:21]1)[CH2:25][CH3:26], predict the reactants needed to synthesize it. The reactants are: [NH:1]1[C:5]2=[N:6][CH:7]=[CH:8][CH:9]=[C:4]2[CH:3]=[CH:2]1.C(O)(C(F)(F)F)=O.O[CH2:18][N:19]1[CH2:23][CH:22]([CH2:24][CH2:25][CH3:26])[CH2:21][C:20]1=[O:27]. (10) Given the product [CH2:9]([O:8][C:6]([O:15][CH2:16][CH2:17][CH2:18][CH2:19][CH2:20][CH3:21])([CH3:7])[C:5]([O:24][CH2:9][CH2:10][CH2:11][CH2:12][CH2:13][CH3:14])=[O:4])[CH2:10][CH2:11][CH2:12][CH2:13][CH3:14], predict the reactants needed to synthesize it. The reactants are: S([O-])([O:4][CH2:5][C:6]([O:15][CH2:16][CH2:17][CH2:18][CH2:19][CH2:20][CH3:21])([O:8][CH2:9][CH2:10][CH2:11][CH2:12][CH2:13][CH3:14])[CH3:7])(=O)=O.[Na+].[OH2:24].